Dataset: Forward reaction prediction with 1.9M reactions from USPTO patents (1976-2016). Task: Predict the product of the given reaction. (1) Given the reactants Cl[C:2]1[C:3]2[CH:11]=[CH:10][NH:9][C:4]=2[N:5]=[C:6]([NH2:8])[N:7]=1.[O:12]1[CH:16]=[CH:15][CH:14]=[C:13]1[C:17]([NH:19][NH2:20])=[O:18], predict the reaction product. The product is: [NH2:8][C:6]1[N:7]=[C:2]([NH:20][NH:19][C:17]([C:13]2[O:12][CH:16]=[CH:15][CH:14]=2)=[O:18])[C:3]2[CH:11]=[CH:10][NH:9][C:4]=2[N:5]=1. (2) Given the reactants Br[C:2]1[C:14]2[C:13]3[CH:12]=[C:11]([C:15]4C=NC=CC=4)[CH:10]=[CH:9][C:8]=3N=C[C:5]=2[NH:4][N:3]=1.[C:21]([C:23]1[CH:28]=[CH:27][C:26](B(O)O)=[CH:25][CH:24]=1)#N.C([O-])([O-])=[O:33].[K+].[K+].[CH3:38][N:39](C=O)[CH3:40], predict the reaction product. The product is: [CH3:15][C:11]1[O:33][C:9](/[CH:10]=[CH:21]/[C:23]2[CH:28]=[CH:27][C:26]([N:39]([CH3:40])[CH3:38])=[CH:25][CH:24]=2)=[CH:8][C:13](=[C:14]([C:2]#[N:3])[C:5]#[N:4])[CH:12]=1. (3) Given the reactants [CH3:1][O:2][CH2:3][C@H:4]([C:6]1[CH:11]=[CH:10][CH:9]=[CH:8][CH:7]=1)[NH2:5].[O-:12][C:13]#[N:14].[K+].Cl, predict the reaction product. The product is: [CH3:1][O:2][CH2:3][C@@H:4]([NH:5][C:13]([NH2:14])=[O:12])[C:6]1[CH:11]=[CH:10][CH:9]=[CH:8][CH:7]=1. (4) Given the reactants [NH:1]1[C:9]2[C:4](=[CH:5][CH:6]=[CH:7][CH:8]=2)[C:3]([CH2:10][CH2:11][C:12]([OH:14])=O)=[CH:2]1.C([N:22]1[CH:26]=[CH:25]N=C1)(N1C=CN=C1)=O.[Cl:27][C:28]1[CH:29]=[C:30]2[C:39](=[CH:40][CH:41]=1)[C:38]([NH:42][CH2:43][CH2:44]CCCCN)=[C:37]1[C:32]([CH2:33][CH2:34][CH2:35][CH2:36]1)=[N:31]2.[CH2:50]1COC[CH2:51]1, predict the reaction product. The product is: [Cl:27][C:28]1[CH:29]=[C:30]2[C:39](=[CH:40][CH:41]=1)[C:38]([NH:42][CH:43]([CH3:44])[CH2:50][CH2:51][CH2:25][CH2:26][NH:22][C:12](=[O:14])[CH2:11][CH2:10][C:3]1[C:4]3[C:9](=[CH:8][CH:7]=[CH:6][CH:5]=3)[NH:1][CH:2]=1)=[C:37]1[C:32]([CH2:33][CH2:34][CH2:35][CH2:36]1)=[N:31]2. (5) Given the reactants C[O:2][C:3]([C@@H:5]1[CH2:11][CH2:10][CH2:9][CH2:8][CH2:7][C@@H:6]1[NH2:12])=O.[NH4+:13].[OH-].O, predict the reaction product. The product is: [NH2:12][C@H:6]1[CH2:7][CH2:8][CH2:9][CH2:10][CH2:11][C@H:5]1[C:3]([NH2:13])=[O:2]. (6) Given the reactants [N:1]1([C:7]2[CH:8]=[C:9]([CH:13]=[C:14]([C:16]([F:19])([F:18])[F:17])[CH:15]=2)C(O)=O)[CH2:6][CH2:5][O:4][CH2:3][CH2:2]1.C([N:22]([CH2:25]C)CC)C.C1(P(N=[N+]=[N-])(C2C=CC=CC=2)=[O:34])C=CC=CC=1.[Cl:44][C:45]1[CH:51]=[C:50]([O:52][C:53]2[C:54]3[N:61]([CH3:62])[CH:60]=[CH:59][C:55]=3[N:56]=[CH:57][N:58]=2)[CH:49]=[CH:48][C:46]=1[NH2:47], predict the reaction product. The product is: [Cl:44][C:45]1[CH:51]=[C:50]([O:52][C:53]2[C:54]3[N:61]([CH3:62])[CH:60]=[CH:59][C:55]=3[N:56]=[CH:57][N:58]=2)[CH:49]=[CH:48][C:46]=1[NH:47][C:25]([NH:22][C:9]1[CH:13]=[C:14]([C:16]([F:17])([F:18])[F:19])[CH:15]=[C:7]([N:1]2[CH2:2][CH2:3][O:4][CH2:5][CH2:6]2)[CH:8]=1)=[O:34]. (7) The product is: [CH3:21][CH:22]([C:24]1[O:20][C:19]2[C:2]([N:1]=1)=[CH:3][C:4]1[CH2:10][CH2:9][NH:8][CH2:7][CH2:6][C:5]=1[CH:18]=2)[CH3:23]. Given the reactants [NH2:1][C:2]1[C:19]([OH:20])=[CH:18][C:5]2[CH2:6][CH2:7][N:8](C(OC(C)(C)C)=O)[CH2:9][CH2:10][C:4]=2[CH:3]=1.[C:21](Cl)(=O)[CH:22]([CH3:24])[CH3:23], predict the reaction product.